This data is from Forward reaction prediction with 1.9M reactions from USPTO patents (1976-2016). The task is: Predict the product of the given reaction. Given the reactants Br[C:2]1[C:3]([C:26]2[CH:31]=[CH:30][CH:29]=[CH:28][CH:27]=2)=[N:4][N:5]([C:13]2[CH:18]=[CH:17][N:16]=[C:15]([NH:19][C:20]3[CH:25]=[CH:24][CH:23]=[CH:22][CH:21]=3)[N:14]=2)[C:6]=1[C:7]1[CH:12]=[CH:11][CH:10]=[CH:9][CH:8]=1.[CH3:32][C:33]1([CH3:47])[O:38][C@H:37]([CH2:39][C:40]([O:42][CH2:43][CH3:44])=[O:41])[CH2:36][C@H:35]([CH:45]=[CH2:46])[O:34]1, predict the reaction product. The product is: [C:26]1([C:3]2[C:2](/[CH:46]=[CH:45]/[C@H:35]3[O:34][C:33]([CH3:32])([CH3:47])[O:38][C@@H:37]([CH2:39][C:40]([O:42][CH2:43][CH3:44])=[O:41])[CH2:36]3)=[C:6]([C:7]3[CH:8]=[CH:9][CH:10]=[CH:11][CH:12]=3)[N:5]([C:13]3[CH:18]=[CH:17][N:16]=[C:15]([NH:19][C:20]4[CH:21]=[CH:22][CH:23]=[CH:24][CH:25]=4)[N:14]=3)[N:4]=2)[CH:27]=[CH:28][CH:29]=[CH:30][CH:31]=1.